Dataset: Experimentally validated miRNA-target interactions with 360,000+ pairs, plus equal number of negative samples. Task: Binary Classification. Given a miRNA mature sequence and a target amino acid sequence, predict their likelihood of interaction. (1) The miRNA is hsa-miR-197-3p with sequence UUCACCACCUUCUCCACCCAGC. The protein sequence of the target gene is MAAEPVEDNCINFVAMKFIDNTLYFIAEDDENLESDYFGKLESKLSVIRNLNDQVLFIDQGNRPLFEDMTDSDCRDNAPRTIFIISMYKDSQPRGMAVTISVKCEKISTLSCENKIISFKEMNPPDNIKDTKSDIIFFQRSVPGHDNKMQFESSSYEGYFLACEKERDLFKLILKKEDELGDRSIMFTVQNED. Result: 1 (interaction). (2) Result: 1 (interaction). The protein sequence of the target gene is MPINKSEKPESCDNVKVVVRCRPLNEREKSMCYKQAVSVDEMRGTITVHKTDSSNEPPKTFTFDTVFGPESKQLDVYNLTARPIIDSVLEGYNGTIFAYGQTGTGKTFTMEGVRAIPELRGIIPNSFAHIFGHIAKAEGDTRFLVRVSYLEIYNEEVRDLLGKDQTQRLEVKERPDVGVYIKDLSAYVVNNADDMDRIMTLGHKNRSVGATNMNEHSSRSHAIFTITIECSEKGIDGNMHVRMGKLHLVDLAGSERQAKTGATGQRLKEATKINLSLSTLGNVISALVDGKSTHVPYRNS.... The miRNA is hsa-miR-6821-5p with sequence GUGCGUGGUGGCUCGAGGCGGGG. (3) The miRNA is hsa-miR-6792-3p with sequence CUCCUCCACAGCCCCUGCUCAU. The protein sequence of the target gene is MLPPQLCWLPLLAALLPPVPAQKFSALTFLRVDQDKDRDCSLDCPSSPQKPLCASDGRTFLSRCEFQRAKCKDPQLEIAHRGNCKDVSRCVAERKYTQEQARKEFQQVFIPECNDDGTYSQVQCHSYTGYCWCVTPNGRPISGTAVAHKTPRCPGSINEKVPQREGAGKADDAAAPALETQPQGDEEDIASRYPTLWTEQVKSRQNKTNKNSASSCDQEHQSALEEAKQPKNDNVVIPECAHGGLYKPVQCHPSTGYCWCVLVDTGRPIPGTSTRYEQPKCDNTARAHPAKARDLYKNRP.... Result: 0 (no interaction). (4) The miRNA is mmu-miR-6945-3p with sequence UCUGAGCUCUGCCCUUCCCAU. The protein sequence of the target gene is MFSFEGDFKTRPKVSLGGASRKEEKASLLHRTQEERRKREEERRRLKNAVIIQSFIRGYRDRKQQYFIQRSAFDQCTDSAQPGGTFCLADGPNLTLLVRQLLFFYKQSEDSKRLIWLYQNLIKHSSLFVKQLDGSERLTCLFQIKRLMSLCCRLLQNCSDDSLNVALPMRMLEVFTSENTYLPVLQDSSYVVSVIEQILHYMVHSGYYRSLYLLINSKLPSSIEYSDLSRVPIAKILLENVLKPLHFTYSSCPEASRHQVFSAFTEEFLGAPFTDQIFHFVIPAFADAQTVFPYEPFLNA.... Result: 0 (no interaction). (5) The miRNA is rno-miR-129-5p with sequence CUUUUUGCGGUCUGGGCUUGC. The protein sequence of the target gene is MEAFALGPARRGRRRTRAAGSLLSRAAILLFISAFLVRVPSSVGHLVRLPRAFRLTKDSVKIVGSTSFPVKAYVMLHQKSPHVLCVTQQLRNAELIDPSFQWYGPKGKVVSVENRTAQITSTGSLVFQNFEESMSGIYTCFLEYKPTVEEIVKRLQLKYAIYAYREPHYYYQFTARYHAAPCNSIYNISFEKKLLQILSKLLLDLSCEISLLKSECHRVKMQRAGLQNELFFAFSVSSLDTEKGPKRCTDHNCEPYKRLFKAKNLIERFFNQQVEILGRRAEQLPQIYYIEGTLQMVWIN.... Result: 0 (no interaction). (6) The miRNA is hsa-miR-6089 with sequence GGAGGCCGGGGUGGGGCGGGGCGG. The protein sequence of the target gene is MTMAPDVRLEYLEEVASIVLKFKPDKWSKLIGAEENVALFTEFFEKPDVQVLVLTLNAAGMIIPCLGFPQSLKSKGVYFIKTKSENINKDNYRARLLYGDISPTPVDQLIAVVEEVLSSLLNQSENMAGWPQVVSEDIVKQVHRLKNEMFVMSGKIKGKTLLPIPEHLGSLDGTLESMERIPSSLDNLLLHAIETTIIDWSHQIRDVLSKDSAQALLDGLHPLPQVEFEFWDTRLLNLKCIHEQLNRPKVNKIVEILEKAKSCYWPALQNVYTNVTEGLKEANDIVLYLKPLRILLEEME.... Result: 1 (interaction).